Predict the reactants needed to synthesize the given product. From a dataset of Full USPTO retrosynthesis dataset with 1.9M reactions from patents (1976-2016). (1) Given the product [CH2:15]([N:22]1[CH2:27][CH2:26][CH:25]([NH:28][S:29]([C:32]2[C:41]3[C:36](=[CH:37][CH:38]=[CH:39][CH:40]=3)[C:35]([C:42]#[N:43])=[CH:34][CH:33]=2)(=[O:31])=[O:30])[CH2:24][CH2:23]1)[C:16]1[CH:21]=[CH:20][CH:19]=[CH:18][CH:17]=1.[CH2:15]([N:22]1[CH2:27][CH2:26][CH:25]([NH:28][S:29]([C:32]2[C:41]3[C:36](=[CH:37][CH:38]=[CH:39][CH:40]=3)[C:35]([C:42]([OH:46])=[O:44])=[CH:34][CH:33]=2)(=[O:31])=[O:30])[CH2:24][CH2:23]1)[C:16]1[CH:21]=[CH:20][CH:19]=[CH:18][CH:17]=1, predict the reactants needed to synthesize it. The reactants are: C(OC(N1CCC(N)CC1)=O)(C)(C)C.[CH2:15]([N:22]1[CH2:27][CH2:26][CH:25]([NH:28][S:29]([C:32]2[C:41]3[C:36](=[CH:37][CH:38]=[CH:39][CH:40]=3)[C:35]([C:42]#[N:43])=[CH:34][CH:33]=2)(=[O:31])=[O:30])[CH2:24][CH2:23]1)[C:16]1[CH:21]=[CH:20][CH:19]=[CH:18][CH:17]=1.[OH-:44].[K+].[OH2:46]. (2) Given the product [CH3:42][O:41][C:39](=[O:40])[CH2:38][O:23][C:20]1[CH:21]=[CH:22][C:17]([C:14]2[CH:15]=[C:16]3[C:11](=[CH:12][CH:13]=2)[N:10]([CH3:24])[C:9]([C:25]2[CH:30]=[CH:29][CH:28]=[CH:27][CH:26]=2)=[C:8]3[CH2:1][C:2]2[CH:3]=[CH:4][CH:5]=[CH:6][CH:7]=2)=[CH:18][CH:19]=1, predict the reactants needed to synthesize it. The reactants are: [CH2:1]([C:8]1[C:16]2[C:11](=[CH:12][CH:13]=[C:14]([C:17]3[CH:22]=[CH:21][C:20]([OH:23])=[CH:19][CH:18]=3)[CH:15]=2)[N:10]([CH3:24])[C:9]=1[C:25]1[CH:30]=[CH:29][CH:28]=[CH:27][CH:26]=1)[C:2]1[CH:7]=[CH:6][CH:5]=[CH:4][CH:3]=1.C([O-])([O-])=O.[K+].[K+].Br[CH2:38][C:39]([O:41][CH3:42])=[O:40]. (3) Given the product [S:1]1[C:5]2[CH:6]=[CH:7][CH:8]=[CH:9][C:4]=2[N:3]=[C:2]1[CH2:10][O:11][N:12]1[C:21]2[C:16](=[CH:17][CH:18]=[CH:19][CH:20]=2)[C:15]([OH:22])=[C:14]([C:23]([NH:25][CH2:26][C:27]([OH:29])=[O:28])=[O:24])[C:13]1=[O:34], predict the reactants needed to synthesize it. The reactants are: [S:1]1[C:5]2[CH:6]=[CH:7][CH:8]=[CH:9][C:4]=2[N:3]=[C:2]1[CH2:10][O:11][N:12]1[C:21]2[C:16](=[CH:17][CH:18]=[CH:19][CH:20]=2)[C:15]([OH:22])=[C:14]([C:23]([NH:25][CH2:26][C:27]([O:29]C(C)(C)C)=[O:28])=[O:24])[C:13]1=[O:34].C(O)(C(F)(F)F)=O. (4) Given the product [N:1]1[CH:6]=[CH:5][CH:4]=[CH:3][C:2]=1[C:7]1[C:10]([NH2:11])=[N:13][NH:14][C:8]=1[NH2:9], predict the reactants needed to synthesize it. The reactants are: [N:1]1[CH:6]=[CH:5][CH:4]=[CH:3][C:2]=1[CH:7]([C:10]#[N:11])[C:8]#[N:9].O.[NH2:13][NH2:14]. (5) Given the product [CH2:1]([C:8]1([CH3:32])[C:13](=[O:14])[N:12]([CH3:15])/[C:11](=[CH:16]\[C:17]2[C:21]([C:22]([F:23])([F:24])[F:25])=[N:20][NH:19][CH:18]=2)/[C:10](=[O:30])[N:9]1[CH3:31])[C:2]1[CH:3]=[CH:4][CH:5]=[CH:6][CH:7]=1, predict the reactants needed to synthesize it. The reactants are: [CH2:1]([C:8]1([CH3:32])[C:13](=[O:14])[N:12]([CH3:15])/[C:11](=[CH:16]\[C:17]2[CH:18]=[N:19][N:20](C(C)(C)C)[C:21]=2[C:22]([F:25])([F:24])[F:23])/[C:10](=[O:30])[N:9]1[CH3:31])[C:2]1[CH:7]=[CH:6][CH:5]=[CH:4][CH:3]=1. (6) Given the product [Cl:1][C:2]1[N:7]=[C:6]([NH:29][C:25]2[CH:26]=[CH:27][CH:28]=[C:23]([O:22][CH3:21])[CH:24]=2)[C:5]([N+:9]([O-:11])=[O:10])=[CH:4][N:3]=1, predict the reactants needed to synthesize it. The reactants are: [Cl:1][C:2]1[N:7]=[C:6](Cl)[C:5]([N+:9]([O-:11])=[O:10])=[CH:4][N:3]=1.C(N(CC)C(C)C)(C)C.[CH3:21][O:22][C:23]1[CH:28]=[CH:27][CH:26]=[C:25]([NH2:29])[CH:24]=1.